This data is from Full USPTO retrosynthesis dataset with 1.9M reactions from patents (1976-2016). The task is: Predict the reactants needed to synthesize the given product. (1) Given the product [ClH:24].[NH2:16][CH:5]([C:6]1[CH:11]=[CH:10][CH:9]=[C:8]([C:12]([F:13])([F:14])[F:15])[CH:7]=1)[CH2:4][NH:3][CH:1]=[O:2], predict the reactants needed to synthesize it. The reactants are: [CH:1]([NH:3][CH2:4][CH:5]([NH:16]C(=O)OC(C)(C)C)[C:6]1[CH:11]=[CH:10][CH:9]=[C:8]([C:12]([F:15])([F:14])[F:13])[CH:7]=1)=[O:2].[ClH:24]. (2) Given the product [NH:1]1[C:5]([C:6]2[CH:15]=[CH:14][C:9]([C:10]([NH:17][NH2:18])=[O:11])=[CH:8][CH:7]=2)=[N:4][N:3]=[N:2]1, predict the reactants needed to synthesize it. The reactants are: [NH:1]1[C:5]([C:6]2[CH:15]=[CH:14][C:9]([C:10](OC)=[O:11])=[CH:8][CH:7]=2)=[N:4][N:3]=[N:2]1.O.[NH2:17][NH2:18]. (3) Given the product [CH3:32][C:33]1[N:34]=[CH:35][C:36]([NH:39][C:40](=[O:41])[NH:1][C:2]2[C:7]3[N:8]=[C:9]([CH2:11][N:12]4[CH2:17][CH2:16][N:15]([C:18]([O:20][C:21]([CH3:24])([CH3:23])[CH3:22])=[O:19])[CH2:14][CH2:13]4)[O:10][C:6]=3[CH:5]=[CH:4][CH:3]=2)=[CH:37][CH:38]=1, predict the reactants needed to synthesize it. The reactants are: [NH2:1][C:2]1[C:7]2[N:8]=[C:9]([CH2:11][N:12]3[CH2:17][CH2:16][N:15]([C:18]([O:20][C:21]([CH3:24])([CH3:23])[CH3:22])=[O:19])[CH2:14][CH2:13]3)[O:10][C:6]=2[CH:5]=[CH:4][CH:3]=1.C(N(CC)CC)C.[CH3:32][C:33]1[CH:38]=[CH:37][C:36]([N:39]=[C:40]=[O:41])=[CH:35][N:34]=1.